Task: Regression. Given a peptide amino acid sequence and an MHC pseudo amino acid sequence, predict their binding affinity value. This is MHC class I binding data.. Dataset: Peptide-MHC class I binding affinity with 185,985 pairs from IEDB/IMGT (1) The peptide sequence is YYPEDPVKL. The MHC is HLA-A80:01 with pseudo-sequence HLA-A80:01. The binding affinity (normalized) is 0.0847. (2) The MHC is HLA-A69:01 with pseudo-sequence HLA-A69:01. The peptide sequence is FVSVYFSDY. The binding affinity (normalized) is 0.0847. (3) The peptide sequence is SRKKGFLGL. The MHC is HLA-B58:01 with pseudo-sequence HLA-B58:01. The binding affinity (normalized) is 0.0847. (4) The peptide sequence is VSYAAAAAY. The MHC is SLA-10401 with pseudo-sequence SLA-10401. The binding affinity (normalized) is 0.353.